Dataset: NCI-60 drug combinations with 297,098 pairs across 59 cell lines. Task: Regression. Given two drug SMILES strings and cell line genomic features, predict the synergy score measuring deviation from expected non-interaction effect. (1) Drug 1: CC1=C2C(C(=O)C3(C(CC4C(C3C(C(C2(C)C)(CC1OC(=O)C(C(C5=CC=CC=C5)NC(=O)OC(C)(C)C)O)O)OC(=O)C6=CC=CC=C6)(CO4)OC(=O)C)OC)C)OC. Drug 2: CC1=C(C=C(C=C1)C(=O)NC2=CC(=CC(=C2)C(F)(F)F)N3C=C(N=C3)C)NC4=NC=CC(=N4)C5=CN=CC=C5. Cell line: HS 578T. Synergy scores: CSS=57.9, Synergy_ZIP=10.5, Synergy_Bliss=10.8, Synergy_Loewe=-23.3, Synergy_HSA=8.57. (2) Drug 1: C1=C(C(=O)NC(=O)N1)F. Drug 2: CC1=C(N=C(N=C1N)C(CC(=O)N)NCC(C(=O)N)N)C(=O)NC(C(C2=CN=CN2)OC3C(C(C(C(O3)CO)O)O)OC4C(C(C(C(O4)CO)O)OC(=O)N)O)C(=O)NC(C)C(C(C)C(=O)NC(C(C)O)C(=O)NCCC5=NC(=CS5)C6=NC(=CS6)C(=O)NCCC[S+](C)C)O. Cell line: A498. Synergy scores: CSS=33.8, Synergy_ZIP=0.963, Synergy_Bliss=1.54, Synergy_Loewe=1.83, Synergy_HSA=1.94. (3) Drug 2: CC1CCC2CC(C(=CC=CC=CC(CC(C(=O)C(C(C(=CC(C(=O)CC(OC(=O)C3CCCCN3C(=O)C(=O)C1(O2)O)C(C)CC4CCC(C(C4)OC)O)C)C)O)OC)C)C)C)OC. Cell line: SN12C. Drug 1: COC1=NC(=NC2=C1N=CN2C3C(C(C(O3)CO)O)O)N. Synergy scores: CSS=0.814, Synergy_ZIP=0.794, Synergy_Bliss=3.25, Synergy_Loewe=-21.9, Synergy_HSA=-7.53. (4) Cell line: SK-MEL-2. Drug 2: CC1CCCC2(C(O2)CC(NC(=O)CC(C(C(=O)C(C1O)C)(C)C)O)C(=CC3=CSC(=N3)C)C)C. Synergy scores: CSS=45.6, Synergy_ZIP=0.838, Synergy_Bliss=-3.57, Synergy_Loewe=-23.7, Synergy_HSA=-1.73. Drug 1: CC1=C(C=C(C=C1)C(=O)NC2=CC(=CC(=C2)C(F)(F)F)N3C=C(N=C3)C)NC4=NC=CC(=N4)C5=CN=CC=C5. (5) Drug 1: CC1=C2C(C(=O)C3(C(CC4C(C3C(C(C2(C)C)(CC1OC(=O)C(C(C5=CC=CC=C5)NC(=O)OC(C)(C)C)O)O)OC(=O)C6=CC=CC=C6)(CO4)OC(=O)C)OC)C)OC. Drug 2: C1C(C(OC1N2C=NC3=C2NC=NCC3O)CO)O. Cell line: MALME-3M. Synergy scores: CSS=17.8, Synergy_ZIP=2.33, Synergy_Bliss=-2.15, Synergy_Loewe=-7.30, Synergy_HSA=-1.80.